Dataset: Forward reaction prediction with 1.9M reactions from USPTO patents (1976-2016). Task: Predict the product of the given reaction. (1) Given the reactants [Br:1][C:2]1[CH:3]=[C:4]([N:8]2[C:12]3=[N:13][CH:14]=[C:15]([C:17]4[CH:21]=[CH:20][N:19]([CH3:22])[N:18]=4)[CH:16]=[C:11]3[C:10]([C:23]([O:25]C)=[O:24])=[N:9]2)[CH:5]=[CH:6][CH:7]=1.O.[OH-].[Li+], predict the reaction product. The product is: [Br:1][C:2]1[CH:3]=[C:4]([N:8]2[C:12]3=[N:13][CH:14]=[C:15]([C:17]4[CH:21]=[CH:20][N:19]([CH3:22])[N:18]=4)[CH:16]=[C:11]3[C:10]([C:23]([OH:25])=[O:24])=[N:9]2)[CH:5]=[CH:6][CH:7]=1. (2) The product is: [CH2:1]([O:3][C:4](=[O:15])[CH3:5])[CH3:2].[Br:16][C:17]1[CH:22]=[C:21]([S:13][C:10]2[CH:11]=[CH:12][C:7]([O:6][CH2:5][C:4]([OH:3])=[O:15])=[C:8]([CH3:14])[CH:9]=2)[CH:20]=[C:19]([OH:23])[CH:18]=1. Given the reactants [CH2:1]([O:3][C:4](=[O:15])[CH2:5][O:6][C:7]1[CH:12]=[CH:11][C:10]([SH:13])=[CH:9][C:8]=1[CH3:14])[CH3:2].[Br:16][C:17]1[C:18](Br)=[C:19]([OH:23])[CH:20]=[CH:21][CH:22]=1.C(N(CC)CC)C.C(O)(=O)CC(CC(O)=O)(C(O)=O)O, predict the reaction product. (3) Given the reactants C(OC([NH:8][C@H:9]([C:11]1[N:12]([C:26]2[CH:31]=[CH:30][CH:29]=[CH:28][CH:27]=2)[C:13]2[C:19]([CH2:20][O:21]C(=O)C)=[C:18]([F:25])[CH:17]=[CH:16][C:14]=2[N:15]=1)[CH3:10])=O)(C)(C)C.[ClH:32], predict the reaction product. The product is: [ClH:32].[ClH:32].[NH2:8][C@H:9]([C:11]1[N:12]([C:26]2[CH:31]=[CH:30][CH:29]=[CH:28][CH:27]=2)[C:13]2[C:19]([CH2:20][OH:21])=[C:18]([F:25])[CH:17]=[CH:16][C:14]=2[N:15]=1)[CH3:10].